From a dataset of Reaction yield outcomes from USPTO patents with 853,638 reactions. Predict the reaction yield, written as a fraction of the theoretical maximum amount of product (1.0 means a 100% yield; for example, 0.34 means a 34% yield). (1) The reactants are [CH:1]([C:3]1[CH:10]=[CH:9][C:6]([CH2:7][Cl:8])=[CH:5][CH:4]=1)=[CH2:2].[N:11]([CH2:18][CH2:19][OH:20])([CH2:15][CH2:16][OH:17])[CH2:12][CH2:13][OH:14]. The catalyst is CC#N. The product is [Cl-:8].[OH:14][CH2:13][CH2:12][N+:11]([CH2:18][CH2:19][OH:20])([CH2:15][CH2:16][OH:17])[CH2:7][C:6]1[CH:9]=[CH:10][C:3]([CH:1]=[CH2:2])=[CH:4][CH:5]=1. The yield is 0.920. (2) The reactants are [C:1]([C:5]1[CH:12]=[CH:11][C:8]([CH:9]=O)=[CH:7][CH:6]=1)([CH3:4])([CH3:3])[CH3:2].Cl.[CH2:14]([O:21][C:22]1[CH:23]=[C:24]([CH2:28][CH2:29][NH2:30])[CH:25]=[CH:26][CH:27]=1)[C:15]1[CH:20]=[CH:19][CH:18]=[CH:17][CH:16]=1.C(=O)([O-])[O-].[K+].[K+].[BH4-].[Na+].Cl. The catalyst is CO. The product is [CH2:14]([O:21][C:22]1[CH:23]=[C:24]([CH2:28][CH2:29][NH:30][CH2:9][C:8]2[CH:11]=[CH:12][C:5]([C:1]([CH3:4])([CH3:3])[CH3:2])=[CH:6][CH:7]=2)[CH:25]=[CH:26][CH:27]=1)[C:15]1[CH:16]=[CH:17][CH:18]=[CH:19][CH:20]=1. The yield is 0.940. (3) The reactants are [CH3:1][C:2]1[C:8]([CH3:9])=[CH:7][CH:6]=[CH:5][C:3]=1[NH2:4].CC(C)N=C=NC(C)C.[C:19]([O:23][C:24]([N:26]1[CH2:39][CH2:38][C:37]2[C:36]3[C:35]([Cl:40])=[C:34]([Cl:41])[CH:33]=[CH:32][C:31]=3[N:30]([CH2:42][C:43](O)=[O:44])[C:29]=2[CH2:28][CH2:27]1)=[O:25])([CH3:22])([CH3:21])[CH3:20]. The catalyst is CN(C1C=CN=CC=1)C.C1COCC1.CCOC(C)=O. The product is [Cl:41][C:34]1[CH:33]=[CH:32][C:31]2[N:30]([CH2:42][C:43]([NH:4][C:3]3[CH:5]=[CH:6][CH:7]=[C:8]([CH3:9])[C:2]=3[CH3:1])=[O:44])[C:29]3[CH2:28][CH2:27][N:26]([C:24]([O:23][C:19]([CH3:21])([CH3:20])[CH3:22])=[O:25])[CH2:39][CH2:38][C:37]=3[C:36]=2[C:35]=1[Cl:40]. The yield is 0.580. (4) The reactants are [NH:1]1[CH2:6][CH2:5][O:4][CH2:3][CH2:2]1.Cl[C:8]1[CH:15]=[CH:14][C:11]([C:12]#[N:13])=[CH:10][CH:9]=1. The yield is 0.520. The product is [N:1]1([C:8]2[CH:15]=[CH:14][C:11]([C:12]#[N:13])=[CH:10][CH:9]=2)[CH2:6][CH2:5][O:4][CH2:3][CH2:2]1. The catalyst is O. (5) The reactants are [CH3:1][O:2][C:3](=[O:11])[C:4]1[CH:9]=[CH:8][CH:7]=[CH:6][C:5]=1Br.[CH:12]1[C:20]2[C:19]3[CH:21]=[CH:22][CH:23]=[CH:24][C:18]=3[O:17][C:16]=2[C:15](B(O)O)=[CH:14][CH:13]=1.C([O-])([O-])=O.[K+].[K+]. The catalyst is C1C=CC([P]([Pd]([P](C2C=CC=CC=2)(C2C=CC=CC=2)C2C=CC=CC=2)([P](C2C=CC=CC=2)(C2C=CC=CC=2)C2C=CC=CC=2)[P](C2C=CC=CC=2)(C2C=CC=CC=2)C2C=CC=CC=2)(C2C=CC=CC=2)C2C=CC=CC=2)=CC=1.C1COCC1. The product is [CH:12]1[C:20]2[C:19]3[CH:21]=[CH:22][CH:23]=[CH:24][C:18]=3[O:17][C:16]=2[C:15]([C:5]2[CH:6]=[CH:7][CH:8]=[CH:9][C:4]=2[C:3]([O:2][CH3:1])=[O:11])=[CH:14][CH:13]=1. The yield is 0.380. (6) The reactants are [CH2:1]([N:4]([CH2:15][C:16]1[N:20]([CH2:21][C@H:22]2[CH2:27][CH2:26][CH2:25][N:24](C(OC(C)(C)C)=O)[CH2:23]2)[C:19]2[CH:35]=[CH:36][CH:37]=[CH:38][C:18]=2[N:17]=1)[C@@H:5]1[C:14]2[N:13]=[CH:12][CH:11]=[CH:10][C:9]=2[CH2:8][CH2:7][CH2:6]1)[CH2:2][CH3:3].CN(CC1N(C[C@H]2CCCNC2)C2C=CC=CC=2N=1)[C@@H]1C2N=CC=CC=2CCC1. No catalyst specified. The product is [NH:24]1[CH2:25][CH2:26][CH2:27][C@H:22]([CH2:21][N:20]2[C:19]3[CH:35]=[CH:36][CH:37]=[CH:38][C:18]=3[N:17]=[C:16]2[CH2:15][N:4]([CH2:1][CH2:2][CH3:3])[C@@H:5]2[C:14]3[N:13]=[CH:12][CH:11]=[CH:10][C:9]=3[CH2:8][CH2:7][CH2:6]2)[CH2:23]1. The yield is 1.00.